This data is from Forward reaction prediction with 1.9M reactions from USPTO patents (1976-2016). The task is: Predict the product of the given reaction. (1) Given the reactants [Cl:1][CH2:2][CH2:3][C@H:4]([C:6]1[CH:10]=[CH:9][S:8][CH:7]=1)[OH:5].[Cl:11][C:12]1[C:19]([F:20])=[CH:18][C:15]([C:16]#[N:17])=[C:14](F)[CH:13]=1, predict the reaction product. The product is: [Cl:11][C:12]1[C:19]([F:20])=[CH:18][C:15]([C:16]#[N:17])=[C:14]([O:5][C@@H:4]([C:6]2[CH:10]=[CH:9][S:8][CH:7]=2)[CH2:3][CH2:2][Cl:1])[CH:13]=1. (2) Given the reactants [Cl:1][C:2]1[C:3]([OH:22])=[C:4]([CH:9]=[C:10](B2OC(C)(C)C(C)(C)O2)[C:11]=1[CH3:12])[C:5]([O:7][CH3:8])=[O:6].COCCOC.Cl[CH2:30][C:31]1[CH:36]=[CH:35][C:34]([O:37][CH3:38])=[CH:33][CH:32]=1.C(=O)([O-])[O-].[Na+].[Na+], predict the reaction product. The product is: [Cl:1][C:2]1[C:3]([OH:22])=[C:4]([CH:9]=[C:10]([CH2:30][C:31]2[CH:36]=[CH:35][C:34]([O:37][CH3:38])=[CH:33][CH:32]=2)[C:11]=1[CH3:12])[C:5]([O:7][CH3:8])=[O:6]. (3) Given the reactants [C:1]([O:5][C:6]([N:8]([C@H:16]1[CH2:24][CH2:23][CH2:22][C@H:21]([O:25][CH2:26][C:27]([CH3:29])=[CH2:28])[C@@H:20]([O:30][CH2:31][C:32]([CH3:34])=[CH2:33])[C@H:19]([CH3:35])[O:18][C:17]1=[O:36])[C:9](=[O:15])[O:10][C:11]([CH3:14])([CH3:13])[CH3:12])=[O:7])([CH3:4])([CH3:3])[CH3:2].[H][H], predict the reaction product. The product is: [C:11]([O:10][C:9]([N:8]([C@H:16]1[CH2:24][CH2:23][CH2:22][C@H:21]([O:25][CH2:26][CH:27]([CH3:28])[CH3:29])[C@@H:20]([O:30][CH2:31][CH:32]([CH3:34])[CH3:33])[C@H:19]([CH3:35])[O:18][C:17]1=[O:36])[C:6](=[O:7])[O:5][C:1]([CH3:2])([CH3:3])[CH3:4])=[O:15])([CH3:13])([CH3:12])[CH3:14]. (4) The product is: [ClH:8].[Cl:43][C:42]1[CH:41]=[CH:40][C:24]([NH:25][C:26]2[C:35]3[C:30](=[CH:31][C:32]([O:38][CH3:39])=[C:33]([O:36][CH3:37])[CH:34]=3)[N:29]=[CH:28][N:27]=2)=[CH:23][C:22]=1[NH:21][C:6](=[O:7])[C:5]1[CH:9]=[CH:10][C:11]([O:12][CH3:13])=[C:3]([O:2][CH3:1])[CH:4]=1. Given the reactants [CH3:1][O:2][C:3]1[CH:4]=[C:5]([CH:9]=[CH:10][C:11]=1[O:12][CH3:13])[C:6]([Cl:8])=[O:7].C(N(CC)CC)C.[NH2:21][C:22]1[CH:23]=[C:24]([CH:40]=[CH:41][C:42]=1[Cl:43])[NH:25][C:26]1[C:35]2[C:30](=[CH:31][C:32]([O:38][CH3:39])=[C:33]([O:36][CH3:37])[CH:34]=2)[N:29]=[CH:28][N:27]=1, predict the reaction product. (5) Given the reactants [OH:1][C:2]1[CH:7]=[CH:6][C:5]([C:8](=[O:10])[CH3:9])=[CH:4][CH:3]=1.Cl.Cl[CH2:13][CH2:14][CH2:15][N:16]1[CH2:21][CH2:20][CH2:19][CH2:18][CH2:17]1.C(=O)([O-])[O-].[K+].[K+].[I-].[Na+], predict the reaction product. The product is: [NH3:16].[N:16]1([CH2:15][CH2:14][CH2:13][O:1][C:2]2[CH:7]=[CH:6][C:5]([C:8](=[O:10])[CH3:9])=[CH:4][CH:3]=2)[CH2:21][CH2:20][CH2:19][CH2:18][CH2:17]1. (6) The product is: [F:41][C:20]1([F:19])[CH2:25][N:24]([C:26]([C:28]2[N:29]=[C:30]([CH:33]([CH3:35])[CH3:34])[S:31][CH:32]=2)=[O:27])[CH2:23][C:22]2([CH2:40][CH2:39][N:38]([CH2:2][C:3]3[CH:8]=[CH:7][CH:6]=[C:5]([CH2:9][CH2:10][OH:11])[CH:4]=3)[CH2:37][CH2:36]2)[O:21]1. Given the reactants Br[CH2:2][C:3]1[CH:4]=[C:5]([CH2:9][CH2:10][OH:11])[CH:6]=[CH:7][CH:8]=1.FC(F)(F)C(O)=O.[F:19][C:20]1([F:41])[CH2:25][N:24]([C:26]([C:28]2[N:29]=[C:30]([CH:33]([CH3:35])[CH3:34])[S:31][CH:32]=2)=[O:27])[CH2:23][C:22]2([CH2:40][CH2:39][NH:38][CH2:37][CH2:36]2)[O:21]1.C(N(CC)CC)C, predict the reaction product.